Predict which catalyst facilitates the given reaction. From a dataset of Catalyst prediction with 721,799 reactions and 888 catalyst types from USPTO. (1) Product: [C:1]([O:5][C:6]([N:8]1[CH2:14][C:13]2[CH:15]=[C:16]([N:19]3[CH2:23][CH:22]([CH2:24][NH2:31])[O:21][C:20]3=[O:30])[CH:17]=[CH:18][C:12]=2[O:11][CH2:10][CH2:9]1)=[O:7])([CH3:3])([CH3:4])[CH3:2]. Reactant: [C:1]([O:5][C:6]([N:8]1[CH2:14][C:13]2[CH:15]=[C:16]([N:19]3[CH2:23][CH:22]([CH2:24]OS(C)(=O)=O)[O:21][C:20]3=[O:30])[CH:17]=[CH:18][C:12]=2[O:11][CH2:10][CH2:9]1)=[O:7])([CH3:4])([CH3:3])[CH3:2].[N-:31]=[N+]=[N-].[Na+]. The catalyst class is: 42. (2) Reactant: [NH2:1][C:2]1[C:11]2[C:6](=[CH:7][C:8]([C:12]3[CH:13]=[C:14]4[C:38](=[CH:39][CH:40]=3)[C:18]3[NH:19][C:20]([C@@H:22]5[CH2:26][CH2:25][CH2:24][N:23]5[C:27](=[O:37])[C@@H:28]([NH:32][C:33]([O:35][CH3:36])=[O:34])[CH:29]([CH3:31])[CH3:30])=[N:21][C:17]=3[CH:16]=[CH:15]4)=[CH:9][CH:10]=2)[CH:5]=[CH:4][C:3]=1[NH:41][C:42]([C@@H:44]1[CH2:48][C@H:47]([S:49][CH3:50])[CH2:46][N:45]1[C:51]([O:53][C:54]([CH3:57])([CH3:56])[CH3:55])=[O:52])=O. Product: [CH3:36][O:35][C:33]([NH:32][C@H:28]([C:27]([N:23]1[CH2:24][CH2:25][CH2:26][C@H:22]1[C:20]1[NH:19][C:18]2[C:38]3[C:14]([CH:15]=[CH:16][C:17]=2[N:21]=1)=[CH:13][C:12]([C:8]1[CH:7]=[C:6]2[C:11](=[CH:10][CH:9]=1)[C:2]1[NH:1][C:42]([C@@H:44]4[CH2:48][C@H:47]([S:49][CH3:50])[CH2:46][N:45]4[C:51]([O:53][C:54]([CH3:57])([CH3:56])[CH3:55])=[O:52])=[N:41][C:3]=1[CH:4]=[CH:5]2)=[CH:40][CH:39]=3)=[O:37])[CH:29]([CH3:30])[CH3:31])=[O:34]. The catalyst class is: 15. (3) Reactant: [Br:1][C:2]1[CH:7]=[CH:6][C:5]([O:8][CH3:9])=[CH:4][CH:3]=1.C(O)(=O)C.C(O)(=O)C.[I:18]C1C=CC=CC=1.II.[O-]S([O-])(=S)=O.[Na+].[Na+]. Product: [Br:1][C:2]1[CH:7]=[CH:6][C:5]([O:8][CH3:9])=[C:4]([I:18])[CH:3]=1. The catalyst class is: 10. (4) Reactant: [ClH:1].[CH:2]1([NH:5][C:6](=[O:32])[C:7]2[CH:12]=[CH:11][C:10]([CH3:13])=[C:9]([N:14]3[C:23](=[O:24])[C:22]4[C:17](=[CH:18][CH:19]=[C:20]([N:25]5[CH2:30][CH2:29][N:28]([CH3:31])[CH2:27][CH2:26]5)[CH:21]=4)[N:16]=[CH:15]3)[CH:8]=2)[CH2:4][CH2:3]1. Product: [ClH:1].[CH:2]1([NH:5][C:6](=[O:32])[C:7]2[CH:12]=[CH:11][C:10]([CH3:13])=[C:9]([N:14]3[C:23](=[O:24])[C:22]4[C:17](=[CH:18][CH:19]=[C:20]([N:25]5[CH2:26][CH2:27][N:28]([CH3:31])[CH2:29][CH2:30]5)[CH:21]=4)[N:16]=[CH:15]3)[CH:8]=2)[CH2:4][CH2:3]1. The catalyst class is: 12. (5) Reactant: [CH:1]([C:4]1[CH:9]=[CH:8][C:7]([C:10]2[N:11]=[C:12]([N:15]([CH2:20][C:21]3[S:22][CH:23]=[CH:24][CH:25]=3)[CH2:16][CH2:17][C:18]#[N:19])[S:13][CH:14]=2)=[CH:6][CH:5]=1)([CH3:3])[CH3:2].[N-:26]=[N+:27]=[N-:28].[Na+].[Cl-].[NH4+].CN(C=O)C. Product: [CH:1]([C:4]1[CH:5]=[CH:6][C:7]([C:10]2[N:11]=[C:12]([N:15]([CH2:16][CH2:17][C:18]3[NH:28][N:27]=[N:26][N:19]=3)[CH2:20][C:21]3[S:22][CH:23]=[CH:24][CH:25]=3)[S:13][CH:14]=2)=[CH:8][CH:9]=1)([CH3:3])[CH3:2]. The catalyst class is: 15. (6) Reactant: [CH3:1][O:2][C:3]1[C:4]([NH:15][C:16](=[O:20])OCC)=[N:5][C:6]2[C:11]([N:12]=1)=[CH:10][C:9]([O:13][CH3:14])=[CH:8][CH:7]=2.[C:21]1([N:27]2[CH2:32][CH2:31][NH:30][CH2:29][CH2:28]2)[CH:26]=[CH:25][CH:24]=[CH:23][CH:22]=1.C1CCN2C(=NCCC2)CC1. Product: [CH3:1][O:2][C:3]1[C:4]([NH:15][C:16]([N:30]2[CH2:31][CH2:32][N:27]([C:21]3[CH:26]=[CH:25][CH:24]=[CH:23][CH:22]=3)[CH2:28][CH2:29]2)=[O:20])=[N:5][C:6]2[C:11]([N:12]=1)=[CH:10][C:9]([O:13][CH3:14])=[CH:8][CH:7]=2. The catalyst class is: 7. (7) Reactant: [H-].[Na+].[Br:3][C:4]1[CH:5]=[N:6][CH:7]=[C:8](Br)[C:9]=1[CH:10]=[N:11][NH:12][CH3:13]. Product: [Br:3][C:4]1[CH:5]=[N:6][CH:7]=[C:8]2[N:12]([CH3:13])[N:11]=[CH:10][C:9]=12. The catalyst class is: 7. (8) Reactant: [NH:1]1[C:5]([NH2:6])=[CH:4][CH:3]=[N:2]1.[CH3:7][C:8]([CH2:10][C:11]([C:13]([O:15][CH3:16])=[O:14])=O)=O. Product: [CH3:7][C:8]1[N:1]2[N:2]=[CH:3][CH:4]=[C:5]2[N:6]=[C:11]([C:13]([O:15][CH3:16])=[O:14])[CH:10]=1. The catalyst class is: 5.